Dataset: Reaction yield outcomes from USPTO patents with 853,638 reactions. Task: Predict the reaction yield, written as a fraction of the theoretical maximum amount of product (1.0 means a 100% yield; for example, 0.34 means a 34% yield). (1) The reactants are [CH2:1]([N:4]1[C:12]2[C:7](=[CH:8][C:9]([O:14]C)=[CH:10][C:11]=2[CH3:13])[C:6]([CH:16]2[CH2:21][CH2:20][N:19]([CH3:22])[CH2:18][CH2:17]2)=[CH:5]1)[CH2:2][CH3:3].Cl.N1C=CC=CC=1. No catalyst specified. The product is [CH2:1]([N:4]1[C:12]2[C:7](=[CH:8][C:9]([OH:14])=[CH:10][C:11]=2[CH3:13])[C:6]([CH:16]2[CH2:17][CH2:18][N:19]([CH3:22])[CH2:20][CH2:21]2)=[CH:5]1)[CH2:2][CH3:3]. The yield is 0.870. (2) The product is [CH:13]([NH:14][CH:1]1[CH2:5][CH2:4][CH2:3][CH2:2]1)([C:15]1[CH:16]=[CH:17][CH:18]=[CH:19][CH:20]=1)[C:7]1[CH:12]=[CH:11][CH:10]=[CH:9][CH:8]=1. The catalyst is C1COCC1.CCOCC. The yield is 0.760. The reactants are [C:1]1(=O)[CH2:5][CH2:4][CH2:3][CH2:2]1.[C:7]1([CH:13]([C:15]2[CH:20]=[CH:19][CH:18]=[CH:17][CH:16]=2)[NH2:14])[CH:12]=[CH:11][CH:10]=[CH:9][CH:8]=1.[BH-](OC(C)=O)(OC(C)=O)OC(C)=O.[Na+].C([O-])(O)=O.[Na+]. (3) The reactants are [NH2:1][C:2]1[N:7]=[CH:6][N:5]=[C:4]2[N:8]([CH2:12][C:13]3[O:14][C:15]4[C:20]([C:21](=[O:29])[C:22]=3[C:23]3[CH:28]=[CH:27][CH:26]=[CH:25][CH:24]=3)=[CH:19][CH:18]=[CH:17][CH:16]=4)[N:9]=[C:10](I)[C:3]=12.C([NH:33][C:34]1[CH:35]=[C:36](B(O)O)[CH:37]=[CH:38][CH:39]=1)(=O)C.C(=O)([O-])[O-].[Na+].[Na+].ClCCl. The catalyst is CN(C=O)C.C(O)C.O. The product is [NH2:1][C:2]1[N:7]=[CH:6][N:5]=[C:4]2[N:8]([CH2:12][C:13]3[O:14][C:15]4[C:20]([C:21](=[O:29])[C:22]=3[C:23]3[CH:28]=[CH:27][CH:26]=[CH:25][CH:24]=3)=[CH:19][CH:18]=[CH:17][CH:16]=4)[N:9]=[C:10]([C:38]3[CH:37]=[CH:36][CH:35]=[C:34]([NH2:33])[CH:39]=3)[C:3]=12. The yield is 0.380.